Dataset: Reaction yield outcomes from USPTO patents with 853,638 reactions. Task: Predict the reaction yield, written as a fraction of the theoretical maximum amount of product (1.0 means a 100% yield; for example, 0.34 means a 34% yield). (1) The reactants are [CH3:1][N:2]1[CH:6]=[C:5]([C:7]2[CH:8]=[C:9]3[C:13](=[CH:14][CH:15]=2)[NH:12][CH:11]=[C:10]3[CH2:16][C:17]#[N:18])[CH:4]=[N:3]1.C([SiH](CC)CC)C.O. The product is [CH3:1][N:2]1[CH:6]=[C:5]([C:7]2[CH:8]=[C:9]3[C:13](=[CH:14][CH:15]=2)[NH:12][CH2:11][CH:10]3[CH2:16][C:17]#[N:18])[CH:4]=[N:3]1. The catalyst is FC(F)(F)C(O)=O. The yield is 0.910. (2) The reactants are [Br:1][C:2]1[CH:7]=[CH:6][C:5]([OH:8])=[CH:4][CH:3]=1.[H-].[Na+].Cl[CH:12](Cl)[C:13]1[CH:18]=[CH:17][CH:16]=[CH:15][CH:14]=1. The catalyst is CN1CCCC1=O. The product is [C:13]1([CH:12]([O:8][C:5]2[CH:6]=[CH:7][C:2]([Br:1])=[CH:3][CH:4]=2)[O:8][C:5]2[CH:6]=[CH:7][C:2]([Br:1])=[CH:3][CH:4]=2)[CH:18]=[CH:17][CH:16]=[CH:15][CH:14]=1. The yield is 1.00. (3) The reactants are [CH3:1][O:2][C:3](=[O:20])[C:4]1[CH:9]=[C:8]([N+:10]([O-])=O)[CH:7]=[C:6]([C:13]2[CH:18]=[CH:17][C:16]([CH3:19])=[CH:15][N:14]=2)[CH:5]=1.Cl[Sn]Cl. The catalyst is CO.C(OCC)(=O)C. The product is [CH3:1][O:2][C:3](=[O:20])[C:4]1[CH:5]=[C:6]([C:13]2[CH:18]=[CH:17][C:16]([CH3:19])=[CH:15][N:14]=2)[CH:7]=[C:8]([NH2:10])[CH:9]=1. The yield is 0.900. (4) The reactants are [F:1][C:2]1[CH:7]=[CH:6][C:5]([F:8])=[CH:4][C:3]=1[CH:9]([S:20]([C:23]1[CH:28]=[CH:27][C:26]([F:29])=[CH:25][CH:24]=1)(=[O:22])=[O:21])[C:10]1[C:11]([CH3:19])=[CH:12][C:13]([C:16](O)=[O:17])=[N:14][CH:15]=1.Cl.[CH2:31]([O:33][C:34](=[O:38])[CH2:35][CH2:36][NH2:37])[CH3:32].ON1C2C=CC=CC=2N=N1.Cl.C(N=C=NCCCN(C)C)C.CN1CCOCC1. The catalyst is C(Cl)Cl. The product is [CH2:31]([O:33][C:34](=[O:38])[CH2:35][CH2:36][NH:37][C:16]([C:13]1[CH:12]=[C:11]([CH3:19])[C:10]([CH:9]([C:3]2[CH:4]=[C:5]([F:8])[CH:6]=[CH:7][C:2]=2[F:1])[S:20]([C:23]2[CH:28]=[CH:27][C:26]([F:29])=[CH:25][CH:24]=2)(=[O:21])=[O:22])=[CH:15][N:14]=1)=[O:17])[CH3:32]. The yield is 0.960.